Dataset: Full USPTO retrosynthesis dataset with 1.9M reactions from patents (1976-2016). Task: Predict the reactants needed to synthesize the given product. (1) The reactants are: C(C1C=C(C)C=C(C(C)(C)C)N=1)(C)(C)C.[O:16](S(C(F)(F)F)(=O)=O)[S:17]([C:20]([F:23])([F:22])[F:21])(=[O:19])=[O:18].O=[C:32]1[CH2:37][CH2:36][CH:35]([CH2:38][C:39]([O:41][CH2:42][CH3:43])=[O:40])[CH2:34][CH2:33]1. Given the product [F:21][C:20]([F:23])([F:22])[S:17]([O:16][C:32]1[CH2:37][CH2:36][CH:35]([CH2:38][C:39]([O:41][CH2:42][CH3:43])=[O:40])[CH2:34][CH:33]=1)(=[O:19])=[O:18], predict the reactants needed to synthesize it. (2) Given the product [CH3:1][O:2][C:3]([C:5]1[NH:15][C:8]2=[CH:9][N:10]=[C:11]([O:13][CH3:14])[CH:12]=[C:7]2[C:6]=1[C:19]1[C:18]([O:27][CH3:26])=[N:17][CH:22]=[CH:21][CH:20]=1)=[O:4], predict the reactants needed to synthesize it. The reactants are: [CH3:1][O:2][C:3]([C:5]1[NH:15][C:8]2=[CH:9][N:10]=[C:11]([O:13][CH3:14])[CH:12]=[C:7]2[C:6]=1I)=[O:4].[N:17]1[CH:22]=[CH:21][CH:20]=[CH:19][C:18]=1B(O)O.[C:26](=O)([O-])[O-:27].[K+].[K+].O. (3) Given the product [CH2:23]([N:12]([C@@H:13]([C:15]1[CH:16]=[CH:17][CH:18]=[CH:19][CH:20]=1)[CH3:14])[C:3](=[O:11])[CH2:4][CH2:5][CH2:6][CH2:7][CH2:8][CH2:9][CH3:10])[CH:22]=[CH2:21], predict the reactants needed to synthesize it. The reactants are: [H-].[Na+].[C:3]([NH:12][C@@H:13]([C:15]1[CH:20]=[CH:19][CH:18]=[CH:17][CH:16]=1)[CH3:14])(=[O:11])[CH2:4][CH2:5][CH2:6][CH2:7][CH2:8][CH2:9][CH3:10].[CH2:21](Br)[CH:22]=[CH2:23].Cl. (4) Given the product [CH:16]1([C:19]2[CH:20]=[C:21]([C:22]([O:24][CH2:25][CH3:26])=[O:23])[C:13]3[CH:12]=[N:11][N:10]([CH2:9][C:6]4[CH:5]=[CH:4][C:3]([O:2][CH3:1])=[CH:8][CH:7]=4)[C:14]=3[N:15]=2)[CH2:17][CH2:18]1, predict the reactants needed to synthesize it. The reactants are: [CH3:1][O:2][C:3]1[CH:8]=[CH:7][C:6]([CH2:9][N:10]2[C:14]([NH2:15])=[CH:13][CH:12]=[N:11]2)=[CH:5][CH:4]=1.[CH:16]1([C:19](=O)[CH2:20][C:21](=O)[C:22]([O:24][CH2:25][CH3:26])=[O:23])[CH2:18][CH2:17]1.C1C=CC=CC=1. (5) Given the product [Cl:20][CH2:10]/[CH:9]=[CH:8]/[C:5]1[CH:6]=[CH:7][C:2]([F:1])=[CH:3][CH:4]=1, predict the reactants needed to synthesize it. The reactants are: [F:1][C:2]1[CH:7]=[CH:6][C:5](/[CH:8]=[CH:9]/[CH2:10]O)=[CH:4][CH:3]=1.N1C=CC=CC=1.S(Cl)([Cl:20])=O. (6) Given the product [O:33]=[C:34]1[C:42]2[C:37](=[CH:38][CH:39]=[C:40]([C:43]3[CH:44]=[CH:45][C:46]([NH:49][C:50](=[O:61])[C:51]4[CH:56]=[CH:55][C:54]([C:57]([F:59])([F:58])[F:60])=[CH:53][CH:52]=4)=[CH:47][CH:48]=3)[CH:41]=2)[CH2:36][N:35]1[C:62]1([C:66]([OH:68])=[O:67])[CH2:65][CH2:64][CH2:63]1, predict the reactants needed to synthesize it. The reactants are: C(NC1C=CC(C2C=C3C(CN([C@@H](C(C)C)C(O)=O)C3=O)=CC=2)=CC=1)(=O)C1C=CC=CC=1.[O:33]=[C:34]1[C:42]2[C:37](=[CH:38][CH:39]=[C:40]([C:43]3[CH:48]=[CH:47][C:46]([NH:49][C:50](=[O:61])[C:51]4[CH:56]=[CH:55][C:54]([C:57]([F:60])([F:59])[F:58])=[CH:53][CH:52]=4)=[CH:45][CH:44]=3)[CH:41]=2)[CH2:36][N:35]1[C:62]1([C:66]([O:68]C)=[O:67])[CH2:65][CH2:64][CH2:63]1.